This data is from Full USPTO retrosynthesis dataset with 1.9M reactions from patents (1976-2016). The task is: Predict the reactants needed to synthesize the given product. The reactants are: O.O.Cl[Sn]Cl.Cl.[N+:7]([C:10]1[CH:16]=[C:15]([N+:17]([O-])=O)[CH:14]=[C:13]([I:20])[C:11]=1[NH2:12])([O-])=O.[OH-].[Na+].CO.[CH3:25]COC(C)=O. Given the product [I:20][C:13]1[C:11]2[N:12]=[CH:25][NH:7][C:10]=2[CH:16]=[C:15]([NH2:17])[CH:14]=1, predict the reactants needed to synthesize it.